From a dataset of Forward reaction prediction with 1.9M reactions from USPTO patents (1976-2016). Predict the product of the given reaction. (1) Given the reactants [Si:1](Cl)([C:14]([CH3:17])([CH3:16])[CH3:15])([C:8]1[CH:13]=[CH:12][CH:11]=[CH:10][CH:9]=1)[C:2]1[CH:7]=[CH:6][CH:5]=[CH:4][CH:3]=1.N1C=CN=C1.[OH:24][C:25]1[CH:34]=[CH:33][C:32]2[NH:31][C:30](=[O:35])[C:29]3=[C:36]([CH3:39])[NH:37][N:38]=[C:28]3[C:27]=2[CH:26]=1, predict the reaction product. The product is: [C:14]([Si:1]([C:8]1[CH:13]=[CH:12][CH:11]=[CH:10][CH:9]=1)([C:2]1[CH:7]=[CH:6][CH:5]=[CH:4][CH:3]=1)[O:24][C:25]1[CH:34]=[CH:33][C:32]2[NH:31][C:30](=[O:35])[C:29]3=[C:36]([CH3:39])[NH:37][N:38]=[C:28]3[C:27]=2[CH:26]=1)([CH3:17])([CH3:16])[CH3:15]. (2) Given the reactants [F:1][CH:2]([F:33])[C:3]1[N:7]([C:8]2[N:13]=[C:12]([N:14]3[CH2:19][CH2:18][O:17][CH2:16][CH2:15]3)[N:11]=[C:10]([NH:20][C:21]3[CH:22]=[N:23][CH:24]=[CH:25][CH:26]=3)[N:9]=2)[C:6]2[CH:27]=[CH:28][CH:29]=[C:30]([O:31][CH3:32])[C:5]=2[N:4]=1.[H-].[Na+].I[CH3:37].N, predict the reaction product. The product is: [F:33][CH:2]([F:1])[C:3]1[N:7]([C:8]2[N:13]=[C:12]([N:14]3[CH2:15][CH2:16][O:17][CH2:18][CH2:19]3)[N:11]=[C:10]([N:20]([CH3:37])[C:21]3[CH:22]=[N:23][CH:24]=[CH:25][CH:26]=3)[N:9]=2)[C:6]2[CH:27]=[CH:28][CH:29]=[C:30]([O:31][CH3:32])[C:5]=2[N:4]=1. (3) Given the reactants [Cl-].[Li+].[Mg:3].Cl[Si](C)(C)C.[Br:9]CCBr.Br[CH:14]([Si:19]([CH3:22])([CH3:21])[CH3:20])[Si:15]([CH3:18])([CH3:17])[CH3:16], predict the reaction product. The product is: [CH3:16][Si:15]([CH:14]([Mg:3][Br:9])[Si:19]([CH3:22])([CH3:21])[CH3:20])([CH3:18])[CH3:17].